This data is from Forward reaction prediction with 1.9M reactions from USPTO patents (1976-2016). The task is: Predict the product of the given reaction. Given the reactants [Br:1]Br.C(Cl)(Cl)(Cl)Cl.[CH3:8][C:9]1[CH:10]=[C:11]([CH:15]=[CH:16][C:17]=1[CH3:18])[C:12]([OH:14])=[O:13].C(OCC)(=O)C, predict the reaction product. The product is: [Br:1][C:16]1[CH:15]=[C:11]([CH:10]=[C:9]([CH3:8])[C:17]=1[CH3:18])[C:12]([OH:14])=[O:13].